From a dataset of Full USPTO retrosynthesis dataset with 1.9M reactions from patents (1976-2016). Predict the reactants needed to synthesize the given product. (1) Given the product [NH2:7][C:8]([CH3:10])([CH3:9])[C:11]([NH:12][C:13]1[S:14][C:15]([CH2:24][C:25]2[CH:30]=[CH:29][CH:28]=[CH:27][CH:26]=2)=[C:16]([C:18]2[CH:23]=[CH:22][CH:21]=[CH:20][CH:19]=2)[N:17]=1)=[O:31], predict the reactants needed to synthesize it. The reactants are: C(OC(=O)[NH:7][C:8]([C:11](=[O:31])[NH:12][C:13]1[S:14][C:15]([CH2:24][C:25]2[CH:30]=[CH:29][CH:28]=[CH:27][CH:26]=2)=[C:16]([C:18]2[CH:23]=[CH:22][CH:21]=[CH:20][CH:19]=2)[N:17]=1)([CH3:10])[CH3:9])(C)(C)C.Cl. (2) Given the product [CH3:14][Si:5]([CH3:13])([C:1]([CH3:4])([CH3:3])[CH3:2])[O:6][CH2:7][CH2:8][CH:9]([N+:10]([O-:12])=[O:11])[CH:23]([C:20]1[N:21]=[CH:22][C:17]([CH3:16])=[CH:18][N:19]=1)[OH:24], predict the reactants needed to synthesize it. The reactants are: [C:1]([Si:5]([CH3:14])([CH3:13])[O:6][CH2:7][CH2:8][CH2:9][N+:10]([O-:12])=[O:11])([CH3:4])([CH3:3])[CH3:2].[K].[CH3:16][C:17]1[CH:18]=[N:19][C:20]([CH:23]=[O:24])=[N:21][CH:22]=1.O. (3) Given the product [CH:1]1([C:4]2[NH:8][C:7]3[CH:9]=[C:10]([C:14]4[C:15]([CH3:20])=[N:16][O:17][C:18]=4[CH3:19])[CH:11]=[C:12]([C:21]4[CH:26]=[CH:25][CH:24]=[CH:23][CH:22]=4)[C:6]=3[N:5]=2)[CH2:3][CH2:2]1, predict the reactants needed to synthesize it. The reactants are: [CH:1]1([C:4]2[NH:8][C:7]3[CH:9]=[C:10]([C:14]4[C:15]([CH3:20])=[N:16][O:17][C:18]=4[CH3:19])[CH:11]=[C:12](I)[C:6]=3[N:5]=2)[CH2:3][CH2:2]1.[C:21]1(B(O)O)[CH:26]=[CH:25][CH:24]=[CH:23][CH:22]=1. (4) Given the product [C:1]1([CH2:11][N:12]2[CH2:13][CH2:14][CH:15]([CH2:18][N:19]([CH2:39][O:40][CH2:41][CH2:42][Si:43]([CH3:46])([CH3:45])[CH3:44])[C:20]3[N:24]([CH2:25][O:26][CH2:27][CH2:28][Si:29]([CH3:30])([CH3:31])[CH3:32])[C:23]4[CH:33]=[CH:34][C:35]([CH:37]=[O:38])=[CH:36][C:22]=4[N:21]=3)[CH2:16][CH2:17]2)[C:10]2[C:5](=[CH:6][CH:7]=[CH:8][CH:9]=2)[CH:4]=[CH:3][CH:2]=1, predict the reactants needed to synthesize it. The reactants are: [C:1]1([CH2:11][N:12]2[CH2:17][CH2:16][CH:15]([CH2:18][N:19]([CH2:39][O:40][CH2:41][CH2:42][Si:43]([CH3:46])([CH3:45])[CH3:44])[C:20]3[N:24]([CH2:25][O:26][CH2:27][CH2:28][Si:29]([CH3:32])([CH3:31])[CH3:30])[C:23]4[CH:33]=[CH:34][C:35]([CH2:37][OH:38])=[CH:36][C:22]=4[N:21]=3)[CH2:14][CH2:13]2)[C:10]2[C:5](=[CH:6][CH:7]=[CH:8][CH:9]=2)[CH:4]=[CH:3][CH:2]=1.OI1(=O)C2C=CC=CC=2C(=O)O1.C(OCC)(=O)C. (5) Given the product [C:1]([O:4][C@H:5]1[CH2:10][CH2:9][C@H:8]2[C@H:11]3[C@H:21]([CH2:22][CH2:23][C@:6]12[CH3:7])[C@:19]1([CH3:20])[C:14](=[CH:15][C:16](=[O:24])[CH:17]=[CH:18]1)[C:13](=[CH2:25])[CH2:12]3)(=[O:3])[CH3:2], predict the reactants needed to synthesize it. The reactants are: [C:1]([O:4][C@H:5]1[CH2:10][CH2:9][C@H:8]2[C@H:11]3[C@H:21]([CH2:22][CH2:23][C@:6]12[CH3:7])[C@:19]1([CH3:20])[C:14](=[CH:15][C:16](=[O:24])[CH2:17][CH2:18]1)[C:13](=[CH2:25])[CH2:12]3)(=[O:3])[CH3:2].C1(Cl)C(=O)C(Cl)=C(Cl)C(=O)C=1Cl.FC(F)(F)S(O)(=O)=O.C[Si](C1NC=CN=1)(C)C. (6) Given the product [F:31][C:18]1[CH:19]=[CH:20][CH:21]=[CH:22][C:17]=1[C:16]([NH:15][C@H:11]1[CH2:12][CH2:13][CH2:14][C@@H:10]1[NH:9][C:7]1[S:8][C:4]2[CH:3]=[C:2]([F:1])[CH:30]=[CH:29][C:5]=2[N:6]=1)=[O:28], predict the reactants needed to synthesize it. The reactants are: [F:1][C:2]1[CH:30]=[CH:29][C:5]2[N:6]=[C:7]([NH:9][C@H:10]3[CH2:14][CH2:13][CH2:12][C@@H:11]3[NH:15][C:16](=[O:28])[C:17]3[CH:22]=[CH:21][CH:20]=[CH:19][C:18]=3N3C=CC=N3)[S:8][C:4]=2[CH:3]=1.[F:31]C1C=CC=CC=1C(O)=O.Cl.FC1C=CC2N=C(N[C@H]3CCC[C@@H]3N)SC=2C=1. (7) Given the product [Cl:1][C:2]1[C:3]([C:12]2[O:13][CH:14]=[CH:15][CH:16]=2)=[N:4][C:5]([NH2:11])=[N:6][C:7]=1[S:8][CH2:10][CH2:19][C:20]1[CH:25]=[CH:24][CH:23]=[CH:22][N:21]=1, predict the reactants needed to synthesize it. The reactants are: [Cl:1][C:2]1[C:3]([C:12]2[O:13][CH:14]=[CH:15][CH:16]=2)=[N:4][C:5]([NH2:11])=[N:6][C:7]=1[S:8]([CH3:10])=O.SC[CH2:19][C:20]1[CH:25]=[CH:24][CH:23]=[CH:22][N:21]=1.C1CCN2C(=NCCC2)CC1.